From a dataset of NCI-60 drug combinations with 297,098 pairs across 59 cell lines. Regression. Given two drug SMILES strings and cell line genomic features, predict the synergy score measuring deviation from expected non-interaction effect. (1) Cell line: SR. Drug 2: C1CC(=O)NC(=O)C1N2C(=O)C3=CC=CC=C3C2=O. Drug 1: C1CN1P(=S)(N2CC2)N3CC3. Synergy scores: CSS=50.1, Synergy_ZIP=-1.76, Synergy_Bliss=-3.38, Synergy_Loewe=-26.7, Synergy_HSA=-3.08. (2) Synergy scores: CSS=53.9, Synergy_ZIP=0.256, Synergy_Bliss=-1.56, Synergy_Loewe=1.57, Synergy_HSA=5.34. Drug 2: C1C(C(OC1N2C=NC(=NC2=O)N)CO)O. Cell line: RPMI-8226. Drug 1: CCN(CC)CCCC(C)NC1=C2C=C(C=CC2=NC3=C1C=CC(=C3)Cl)OC.